From a dataset of Catalyst prediction with 721,799 reactions and 888 catalyst types from USPTO. Predict which catalyst facilitates the given reaction. (1) Reactant: [H-].[Na+].[CH3:3][O:4][CH2:5][CH2:6][O:7][CH2:8][CH2:9][OH:10].CN(C=O)C.N1([C:21]([CH:23]2[C:36](=[O:37])[C:35]3[C:26](=[C:27]4[C:32](=[CH:33][CH:34]=3)[CH:31]=[CH:30][CH:29]=[N:28]4)[N:25]=[CH:24]2)=[O:22])C=CN=C1. Product: [CH3:3][O:4][CH2:5][CH2:6][O:7][CH2:8][CH2:9][O:10][C:21]([CH:23]1[C:36](=[O:37])[C:35]2[C:26](=[C:27]3[C:32](=[CH:33][CH:34]=2)[CH:31]=[CH:30][CH:29]=[N:28]3)[N:25]=[CH:24]1)=[O:22]. The catalyst class is: 15. (2) Reactant: [Br:1]Br.[Cl:3][C:4]1[CH:9]=[C:8]([Cl:10])[CH:7]=[CH:6][C:5]=1[C:11](=[O:13])[CH3:12]. Product: [Br:1][CH2:12][C:11]([C:5]1[CH:6]=[CH:7][C:8]([Cl:10])=[CH:9][C:4]=1[Cl:3])=[O:13]. The catalyst class is: 5. (3) Reactant: [C:1]1([CH:7]([CH2:10][NH2:11])[CH2:8][NH2:9])[CH:6]=[CH:5][CH:4]=[CH:3][CH:2]=1.[C:12](O[C:12]([O:14][C:15]([CH3:18])([CH3:17])[CH3:16])=[O:13])([O:14][C:15]([CH3:18])([CH3:17])[CH3:16])=[O:13]. Product: [C:15]([O:14][C:12](=[O:13])[NH:11][CH2:10][CH:7]([C:1]1[CH:6]=[CH:5][CH:4]=[CH:3][CH:2]=1)[CH2:8][NH2:9])([CH3:18])([CH3:17])[CH3:16]. The catalyst class is: 7. (4) Reactant: [CH3:1][O:2][C:3]([C:5]1[S:16][C:8]2[N:9]=[C:10](SC)[N:11]=[C:12]([Cl:13])[C:7]=2[CH:6]=1)=[O:4].O[O:18][S:19]([O-:21])=O.[K+].[CH2:23]1COCC1. Product: [CH3:1][O:2][C:3]([C:5]1[S:16][C:8]2[N:9]=[C:10]([S:19]([CH3:23])(=[O:21])=[O:18])[N:11]=[C:12]([Cl:13])[C:7]=2[CH:6]=1)=[O:4]. The catalyst class is: 6. (5) Reactant: [H-].[Na+].[I-].[CH3:4][S+](C)(C)=O.[F:9][C:10]1[CH:15]=[CH:14][C:13](/[CH:16]=[CH:17]/[C:18]([N:20]([O:22][CH3:23])[CH3:21])=[O:19])=[CH:12][CH:11]=1. Product: [F:9][C:10]1[CH:11]=[CH:12][C:13]([C@@H:16]2[CH2:4][C@H:17]2[C:18]([N:20]([O:22][CH3:23])[CH3:21])=[O:19])=[CH:14][CH:15]=1. The catalyst class is: 16.